From a dataset of Full USPTO retrosynthesis dataset with 1.9M reactions from patents (1976-2016). Predict the reactants needed to synthesize the given product. (1) Given the product [CH3:27][O:26][C:16]1[CH:17]=[C:18]([CH2:20][CH2:21][C:22]2[NH:30][N:29]=[C:1]([NH2:3])[CH:2]=2)[CH:19]=[C:14]([O:13][CH3:12])[N:15]=1, predict the reactants needed to synthesize it. The reactants are: [C:1](#[N:3])[CH3:2].C([N-]C(C)C)(C)C.[Li+].[CH3:12][O:13][C:14]1[CH:19]=[C:18]([CH2:20][CH2:21][C:22](OC)=O)[CH:17]=[C:16]([O:26][CH3:27])[N:15]=1.Cl.[NH2:29][NH2:30]. (2) Given the product [Cl:13][C:14]1[CH:15]=[CH:16][C:17]([N:20]2[CH2:25][CH2:24][N:23]([S:39]([C:36]3[CH:35]=[CH:34][CH:33]=[C:32]4[C:37]=3[CH2:38][CH:30]([C:28]([OH:29])=[O:27])[CH2:31]4)(=[O:41])=[O:40])[CH2:22][CH2:21]2)=[CH:18][CH:19]=1, predict the reactants needed to synthesize it. The reactants are: C1C2C(=CC=CC=2)CC1C(O)=O.[Cl:13][C:14]1[CH:19]=[CH:18][C:17]([N:20]2[CH2:25][CH2:24][NH:23][CH2:22][CH2:21]2)=[CH:16][CH:15]=1.C[O:27][C:28]([CH:30]1[CH2:38][C:37]2[C:32](=[CH:33][CH:34]=[CH:35][C:36]=2[S:39](Cl)(=[O:41])=[O:40])[CH2:31]1)=[O:29]. (3) The reactants are: [C:1]1(=[O:7])[CH2:5][CH2:4][C:3](=[O:6])[CH2:2]1.C1(C)C=CC=CC=1.C([O-])(=O)C.C([O-])(=O)C.C([O-])(=O)C.[Br:27][C:28]1[CH:29]=[CH:30][C:31]([CH:35]2[CH2:37][CH2:36]2)=[C:32]([Pb+3])[CH:33]=1.Cl. Given the product [Br:27][C:28]1[CH:33]=[CH:32][C:31]([CH:35]2[CH2:37][CH2:36]2)=[C:30]([CH:2]2[C:3](=[O:6])[CH2:4][CH2:5][C:1]2=[O:7])[CH:29]=1, predict the reactants needed to synthesize it. (4) The reactants are: Br[C:2]1[C:3]([NH2:10])=[CH:4][C:5]([O:8][CH3:9])=[N:6][CH:7]=1.[O:11]1[C:16](B2OC(C)(C)C(C)(C)O2)=[CH:15][CH2:14][CH2:13][CH2:12]1. Given the product [O:11]1[C:12]([C:2]2[C:3]([NH2:10])=[CH:4][C:5]([O:8][CH3:9])=[N:6][CH:7]=2)=[CH:13][CH2:14][CH2:15][CH2:16]1, predict the reactants needed to synthesize it. (5) Given the product [Cl:2][C:3]1[C:4]([F:28])=[C:5]([CH:25]=[CH:26][CH:27]=1)[NH:6][C:7]1[C:16]2[C:11](=[CH:12][C:13]([O:23][CH3:24])=[C:14]([O:17][C@@H:18]3[CH2:22][CH2:21][N:20]([S:30]([CH3:29])(=[O:32])=[O:31])[CH2:19]3)[CH:15]=2)[N:10]=[CH:9][N:8]=1, predict the reactants needed to synthesize it. The reactants are: Cl.[Cl:2][C:3]1[C:4]([F:28])=[C:5]([CH:25]=[CH:26][CH:27]=1)[NH:6][C:7]1[C:16]2[C:11](=[CH:12][C:13]([O:23][CH3:24])=[C:14]([O:17][C@@H:18]3[CH2:22][CH2:21][NH:20][CH2:19]3)[CH:15]=2)[N:10]=[CH:9][N:8]=1.[CH3:29][S:30](Cl)(=[O:32])=[O:31]. (6) Given the product [C:1]([C:5]1[N:6]=[C:7]([N:16]2[CH2:20][CH2:19][C:18]([F:21])([F:22])[CH2:17]2)[C:8]2[C:9](=[N:11][N:12]([CH:14]3[CH2:45][S:46](=[O:49])(=[O:48])[CH2:15]3)[N:13]=2)[N:10]=1)([CH3:2])([CH3:3])[CH3:4], predict the reactants needed to synthesize it. The reactants are: [C:1]([C:5]1[N:6]=[C:7]([N:16]2[CH2:20][CH2:19][C:18]([F:22])([F:21])[CH2:17]2)[C:8]2[C:9](=[N:11][N:12]([CH2:14][CH3:15])[N:13]=2)[N:10]=1)([CH3:4])([CH3:3])[CH3:2].C(C1N=C(N2CCC(F)(F)C2)C2N=NNC=2N=1)(C)(C)C.BrC1C[S:46](=[O:49])(=[O:48])[CH2:45]1. (7) Given the product [S:3]1[C:7]2[CH:8]=[CH:9][CH:10]=[CH:11][C:6]=2[N:5]=[C:4]1[NH:12][C:13]([C:15]1[CH:16]=[CH:17][CH:18]=[C:19]2[C:24]=1[CH2:23][N:22]([C:26]1[S:27][C:28]([CH:32]=[O:33])=[C:29]([Cl:31])[N:30]=1)[CH2:21][CH2:20]2)=[O:14], predict the reactants needed to synthesize it. The reactants are: Cl.Cl.[S:3]1[C:7]2[CH:8]=[CH:9][CH:10]=[CH:11][C:6]=2[N:5]=[C:4]1[NH:12][C:13]([C:15]1[CH:16]=[CH:17][CH:18]=[C:19]2[C:24]=1[CH2:23][NH:22][CH2:21][CH2:20]2)=[O:14].Cl[C:26]1[S:27][C:28]([CH:32]=[O:33])=[C:29]([Cl:31])[N:30]=1.C([O-])([O-])=O.[Cs+].[Cs+].O. (8) Given the product [F:23][C:11]1[CH:10]=[CH:9][C:8]([C:26]2[N:30]3[CH:31]=[CH:32][C:33]([C:35]([F:36])([F:37])[F:38])=[N:34][C:29]3=[N:28][CH:27]=2)=[CH:13][C:12]=1[C:14]1[CH:22]=[N:21][CH:20]=[CH:19][C:15]=1[C:16]([NH2:18])=[O:17], predict the reactants needed to synthesize it. The reactants are: CC1(C)COB([C:8]2[CH:9]=[CH:10][C:11]([F:23])=[C:12]([C:14]3[CH:22]=[N:21][CH:20]=[CH:19][C:15]=3[C:16]([NH2:18])=[O:17])[CH:13]=2)OC1.Br[C:26]1[N:30]2[CH:31]=[CH:32][C:33]([C:35]([F:38])([F:37])[F:36])=[N:34][C:29]2=[N:28][CH:27]=1. (9) Given the product [CH3:34][S:35]([NH:38][C:30]([CH2:29][C:23]1([CH2:22][CH2:21][N:18]2[CH2:19][CH2:20][CH:15]([N:7]([C:4]3[CH:3]=[CH:2][C:1]([CH3:33])=[CH:6][CH:5]=3)[C:8]([C:10]3[O:11][CH:12]=[CH:13][CH:14]=3)=[O:9])[CH2:16][CH2:17]2)[CH2:28][CH2:27][CH2:26][CH2:25][CH2:24]1)=[O:31])(=[O:37])=[O:36], predict the reactants needed to synthesize it. The reactants are: [C:1]1([CH3:33])[CH:6]=[CH:5][C:4]([N:7]([CH:15]2[CH2:20][CH2:19][N:18]([CH2:21][CH2:22][C:23]3([CH2:29][C:30](O)=[O:31])[CH2:28][CH2:27][CH2:26][CH2:25][CH2:24]3)[CH2:17][CH2:16]2)[C:8]([C:10]2[O:11][CH:12]=[CH:13][CH:14]=2)=[O:9])=[CH:3][CH:2]=1.[CH3:34][S:35]([NH2:38])(=[O:37])=[O:36].C1(N=C=NC2CCCCC2)CCCCC1.